Dataset: Reaction yield outcomes from USPTO patents with 853,638 reactions. Task: Predict the reaction yield, written as a fraction of the theoretical maximum amount of product (1.0 means a 100% yield; for example, 0.34 means a 34% yield). (1) The reactants are [NH:1]1[C:6]2C=N[O:9][CH2:10][C:5]=2[C:4](=O)[CH2:3][C:2]1=O.C[NH2:14].[C:15](=O)([O-])[NH2:16].C(=O)=O. The catalyst is O1CCOCC1.C(O)C. The product is [CH3:15][NH:16][C:10](=[O:9])[C:5]1[CH:4]=[CH:3][CH:2]=[N:1][C:6]=1[NH2:14]. The yield is 0.970. (2) The reactants are Cl[C:2]1[CH:7]=[C:6]([Cl:8])[N:5]=[N:4][C:3]=1[O:9][C:10]1[CH:15]=[CH:14][CH:13]=[CH:12][C:11]=1[CH3:16].[CH3:17][O-:18].[Na+]. The catalyst is CO. The product is [Cl:8][C:6]1[N:5]=[N:4][C:3]([O:9][C:10]2[CH:15]=[CH:14][CH:13]=[CH:12][C:11]=2[CH3:16])=[C:2]([O:18][CH3:17])[CH:7]=1. The yield is 0.932. (3) The reactants are [OH:1][C:2]1([CH3:26])[CH2:7][CH2:6][N:5]([C@H:8]([C:20]2[CH:25]=[CH:24][CH:23]=[CH:22][CH:21]=2)[C:9]([O:11][C@H](C2C=CC=CC=2)C)=[O:10])[CH2:4][CH2:3]1.FC(F)(F)C(O)=O. The catalyst is ClCCl. The product is [OH:1][C:2]1([CH3:26])[CH2:3][CH2:4][N:5]([C@H:8]([C:20]2[CH:25]=[CH:24][CH:23]=[CH:22][CH:21]=2)[C:9]([OH:11])=[O:10])[CH2:6][CH2:7]1. The yield is 0.980. (4) The reactants are I[C:2]1[CH:3]=[C:4]([CH:10]=[CH:11][CH:12]=1)[C:5]([O:7][CH2:8][CH3:9])=[O:6].C([Mg]Cl)(C)C.[Cl:18][C:19]1[CH:20]=[CH:21][C:22]([CH3:27])=[C:23]([CH:26]=1)[CH:24]=[O:25].[NH4+].[Cl-]. The catalyst is C1COCC1.CCOC(C)=O. The product is [Cl:18][C:19]1[CH:20]=[CH:21][C:22]([CH3:27])=[C:23]([CH:24]([OH:25])[C:2]2[CH:3]=[C:4]([CH:10]=[CH:11][CH:12]=2)[C:5]([O:7][CH2:8][CH3:9])=[O:6])[CH:26]=1. The yield is 0.700. (5) The reactants are [CH3:1][O:2][C:3]([C:5]1[S:6][C:7]([C:14]2[CH:19]=[CH:18][CH:17]=[CH:16][CH:15]=2)=[CH:8][C:9]=1[NH:10][CH:11]1[CH2:13][CH2:12]1)=[O:4].N#N.[Cl:22][C:23]1[CH:31]=[C:30]([Cl:32])[CH:29]=[CH:28][C:24]=1[C:25](Cl)=[O:26]. The catalyst is ClC(Cl)C. The product is [CH3:1][O:2][C:3]([C:5]1[S:6][C:7]([C:14]2[CH:19]=[CH:18][CH:17]=[CH:16][CH:15]=2)=[CH:8][C:9]=1[N:10]([CH:11]1[CH2:13][CH2:12]1)[C:25](=[O:26])[C:24]1[CH:28]=[CH:29][C:30]([Cl:32])=[CH:31][C:23]=1[Cl:22])=[O:4]. The yield is 0.990. (6) The reactants are [Cl:1][C:2]1[N:7]=[C:6]([NH:8][C:9]2[CH:10]=[C:11]3[C:15](=[CH:16][CH:17]=2)[NH:14][N:13]=[CH:12]3)[CH:5]=[C:4](Cl)[N:3]=1.[CH3:19][N:20]1[CH2:25][CH2:24][NH:23][CH2:22][CH2:21]1. The catalyst is CO. The product is [Cl:1][C:2]1[N:7]=[C:6]([NH:8][C:9]2[CH:10]=[C:11]3[C:15](=[CH:16][CH:17]=2)[NH:14][N:13]=[CH:12]3)[CH:5]=[C:4]([N:23]2[CH2:24][CH2:25][N:20]([CH3:19])[CH2:21][CH2:22]2)[N:3]=1. The yield is 0.580. (7) The yield is 0.354. The reactants are [C:1]1([C:7]2[CH:12]=[CH:11][CH:10]=[CH:9][N:8]=2)[CH:6]=[CH:5][CH:4]=[CH:3][CH:2]=1.[Br:13]Br. The product is [Br:13][C:6]1[CH:5]=[CH:4][CH:3]=[CH:2][C:1]=1[C:7]1[CH:12]=[CH:11][CH:10]=[CH:9][N:8]=1. The catalyst is C(Cl)(Cl)Cl.[Fe].